This data is from Retrosynthesis with 50K atom-mapped reactions and 10 reaction types from USPTO. The task is: Predict the reactants needed to synthesize the given product. (1) Given the product CNC(=O)c1cc(Oc2ccc(NC(=O)NC34CC5CC(CC(C5)C3)C4)cc2)ccn1, predict the reactants needed to synthesize it. The reactants are: CNC(=O)c1cc(Oc2ccc(N)cc2)ccn1.O=C=NC12CC3CC(CC(C3)C1)C2. (2) Given the product CC#CCOc1cc(Cc2c(F)ccc(F)c2Cl)ncn1, predict the reactants needed to synthesize it. The reactants are: CC#CCO.Fc1ccc(F)c(Cc2cc(Cl)ncn2)c1Cl. (3) The reactants are: C=CC(C)(C)OCCCCCCCCCCCCCCCC.O=C(OO)c1cccc(Cl)c1. Given the product CCCCCCCCCCCCCCCCOC(C)(C)C1CO1, predict the reactants needed to synthesize it. (4) Given the product CC1C(=O)N(CC(N)=O)C(C)(C)N1C(=O)CNC(=O)OCc1ccccc1, predict the reactants needed to synthesize it. The reactants are: CC1NC(C)(C)N(CC(N)=O)C1=O.O=C(O)CNC(=O)OCc1ccccc1.